This data is from Forward reaction prediction with 1.9M reactions from USPTO patents (1976-2016). The task is: Predict the product of the given reaction. Given the reactants [Si:1]([O:18][CH2:19][CH2:20][N:21]1[CH2:26][CH2:25][CH2:24][NH:23][C:22]1=[O:27])([C:14]([CH3:17])([CH3:16])[CH3:15])([C:8]1[CH:13]=[CH:12][CH:11]=[CH:10][CH:9]=1)[C:2]1[CH:7]=[CH:6][CH:5]=[CH:4][CH:3]=1.CC(C)([O-])C.[K+].F[C:35]1[CH:40]=[CH:39][C:38]([N+:41]([O-:43])=[O:42])=[CH:37][CH:36]=1.C(=O)(O)[O-].[Na+], predict the reaction product. The product is: [Si:1]([O:18][CH2:19][CH2:20][N:21]1[CH2:26][CH2:25][CH2:24][N:23]([C:35]2[CH:40]=[CH:39][C:38]([N+:41]([O-:43])=[O:42])=[CH:37][CH:36]=2)[C:22]1=[O:27])([C:14]([CH3:15])([CH3:16])[CH3:17])([C:8]1[CH:9]=[CH:10][CH:11]=[CH:12][CH:13]=1)[C:2]1[CH:7]=[CH:6][CH:5]=[CH:4][CH:3]=1.